This data is from Forward reaction prediction with 1.9M reactions from USPTO patents (1976-2016). The task is: Predict the product of the given reaction. Given the reactants [Cl:1][C:2]1[CH:3]=[C:4]2[C:8](=[CH:9][CH:10]=1)[N:7]([CH3:11])[C:6]([CH2:12][CH2:13][CH2:14][CH2:15][CH2:16][CH3:17])=[C:5]2[C:18](=[O:28])[CH2:19][CH:20]([CH3:27])[CH2:21][C:22](=[O:26])C(O)=O.[C:29]1([C@H:35]([NH2:37])[CH3:36])[CH:34]=[CH:33][CH:32]=[CH:31][CH:30]=1.C1CCC(N=C=NC2CCCCC2)CC1.C(=O)(O)[O-].[Na+], predict the reaction product. The product is: [Cl:1][C:2]1[CH:3]=[C:4]2[C:8](=[CH:9][CH:10]=1)[N:7]([CH3:11])[C:6]([CH2:12][CH2:13][CH2:14][CH2:15][CH2:16][CH3:17])=[C:5]2[C:18](=[O:28])[CH2:19][CH:20]([CH3:27])[CH2:21][C:22]([NH:37][CH:35]([C:29]1[CH:34]=[CH:33][CH:32]=[CH:31][CH:30]=1)[CH3:36])=[O:26].